From a dataset of Forward reaction prediction with 1.9M reactions from USPTO patents (1976-2016). Predict the product of the given reaction. Given the reactants [CH3:1][O:2][C:3]1[CH:4]=[C:5]([C:13]2[C:14](=[O:19])[CH2:15][CH:16]([OH:18])[CH:17]=2)[CH:6]=[C:7]([O:11][CH3:12])[C:8]=1[O:9][CH3:10].N1C=CC=CC=1.[C:26](OC(=O)C)(=[O:28])[CH3:27], predict the reaction product. The product is: [C:26]([O:18][CH:16]1[CH2:15][C:14](=[O:19])[C:13]([C:5]2[CH:6]=[C:7]([O:11][CH3:12])[C:8]([O:9][CH3:10])=[C:3]([O:2][CH3:1])[CH:4]=2)=[CH:17]1)(=[O:28])[CH3:27].